Dataset: Forward reaction prediction with 1.9M reactions from USPTO patents (1976-2016). Task: Predict the product of the given reaction. (1) Given the reactants [Cl:1][C:2]1[CH:3]=[C:4]([C:12]2[O:16][N:15]=[C:14]([C:17]3[CH:18]=[CH:19][CH:20]=[C:21]4[C:25]=3[NH:24][CH:23]=[C:22]4[CH2:26][CH2:27][CH2:28][C:29]([O:31][CH2:32][CH3:33])=[O:30])[N:13]=2)[CH:5]=[CH:6][C:7]=1[O:8][CH:9]([CH3:11])[CH3:10].[C:34](=O)(OC)OC.C1N2CCN(CC2)C1, predict the reaction product. The product is: [Cl:1][C:2]1[CH:3]=[C:4]([C:12]2[O:16][N:15]=[C:14]([C:17]3[CH:18]=[CH:19][CH:20]=[C:21]4[C:25]=3[N:24]([CH3:34])[CH:23]=[C:22]4[CH2:26][CH2:27][CH2:28][C:29]([O:31][CH2:32][CH3:33])=[O:30])[N:13]=2)[CH:5]=[CH:6][C:7]=1[O:8][CH:9]([CH3:10])[CH3:11]. (2) Given the reactants [Br:1][C:2]1[CH:7]=[CH:6][C:5]([CH3:8])=[CH:4][C:3]=1[N+:9]([O-:11])=[O:10].N1C=CC=CC=1.[Mn]([O-])(=O)(=O)=[O:19].[K+].[OH2:24], predict the reaction product. The product is: [Br:1][C:2]1[CH:7]=[CH:6][C:5]([C:8]([OH:19])=[O:24])=[CH:4][C:3]=1[N+:9]([O-:11])=[O:10].